This data is from Forward reaction prediction with 1.9M reactions from USPTO patents (1976-2016). The task is: Predict the product of the given reaction. (1) Given the reactants [NH:1]1[C:9]2[C:4](=[CH:5][CH:6]=[C:7]([C:10]([OH:12])=O)[CH:8]=2)[CH:3]=[CH:2]1.[NH2:13][C:14]1[CH:26]=[CH:25][C:17]([C:18]([O:20][C:21]([CH3:24])([CH3:23])[CH3:22])=[O:19])=[CH:16][CH:15]=1.CN1CCOCC1.F[P-](F)(F)(F)(F)F.N1(OC(N(C)C)=[N+](C)C)C2N=CC=CC=2N=N1, predict the reaction product. The product is: [C:21]([O:20][C:18](=[O:19])[C:17]1[CH:16]=[CH:15][C:14]([NH:13][C:10]([C:7]2[CH:8]=[C:9]3[C:4]([CH:3]=[CH:2][NH:1]3)=[CH:5][CH:6]=2)=[O:12])=[CH:26][CH:25]=1)([CH3:24])([CH3:22])[CH3:23]. (2) Given the reactants [OH:1][C@H:2]([CH2:32][OH:33])[CH2:3][N:4]1[CH2:10][CH2:9][C:8]2[CH:11]=[CH:12][C:13]([C:15]3[N:19]=[C:18]([C:20]4[CH:21]=[C:22]([C:30]#[N:31])[C:23]([NH:26][CH2:27][CH2:28][CH3:29])=[N:24][CH:25]=4)[O:17][N:16]=3)=[CH:14][C:7]=2[CH2:6][CH2:5]1.[ClH:34].C(OCC)C, predict the reaction product. The product is: [ClH:34].[OH:1][C@H:2]([CH2:32][OH:33])[CH2:3][N:4]1[CH2:10][CH2:9][C:8]2[CH:11]=[CH:12][C:13]([C:15]3[N:19]=[C:18]([C:20]4[CH:21]=[C:22]([C:30]#[N:31])[C:23]([NH:26][CH2:27][CH2:28][CH3:29])=[N:24][CH:25]=4)[O:17][N:16]=3)=[CH:14][C:7]=2[CH2:6][CH2:5]1. (3) Given the reactants O[CH2:2][C:3]1[CH:12]=[CH:11][C:10]2[C:5](=[CH:6][CH:7]=[C:8]([CH2:13][CH2:14][CH2:15][N:16]([CH2:20][CH2:21][CH3:22])[CH2:17][CH2:18][CH3:19])[CH:9]=2)[CH:4]=1.C1(P(C2C=CC=CC=2)C2C=CC=CC=2)C=CC=CC=1.[C:42]1(=[O:52])[NH:46][C:45](=[O:47])[C:44]2=[CH:48][CH:49]=[CH:50][CH:51]=[C:43]12.CCOC(/N=N/C(OCC)=O)=O.C1(C)C=CC=CC=1, predict the reaction product. The product is: [C:42]1(=[O:52])[N:46]([CH2:2][C:3]2[CH:12]=[CH:11][C:10]3[C:5](=[CH:6][CH:7]=[C:8]([CH2:13][CH2:14][CH2:15][N:16]([CH2:20][CH2:21][CH3:22])[CH2:17][CH2:18][CH3:19])[CH:9]=3)[CH:4]=2)[C:45](=[O:47])[C:44]2=[CH:48][CH:49]=[CH:50][CH:51]=[C:43]12. (4) Given the reactants [CH3:1][N:2]([CH3:16])[S:3]([C:6]1[CH:15]=[C:14]2[C:9]([CH2:10][CH2:11][NH:12][CH2:13]2)=[CH:8][CH:7]=1)(=[O:5])=[O:4].[C:17]([O:20][C@@H:21]([C:23]1[N:28]=[C:27](Cl)[CH:26]=[CH:25][N:24]=1)[CH3:22])(=[O:19])[CH3:18].C(N(CC)CC)C, predict the reaction product. The product is: [C:17]([O:20][C@@H:21]([C:23]1[N:24]=[C:25]([N:12]2[CH2:11][CH2:10][C:9]3[C:14](=[CH:15][C:6]([S:3](=[O:5])(=[O:4])[N:2]([CH3:16])[CH3:1])=[CH:7][CH:8]=3)[CH2:13]2)[CH:26]=[CH:27][N:28]=1)[CH3:22])(=[O:19])[CH3:18]. (5) Given the reactants [C@@H:1]12[C:10](=[O:11])[O:9][C:7](=O)[C@H:2]1[CH2:3][CH2:4][CH2:5][CH2:6]2.C(N(CC)C(C)C)(C)C.[F:21][C:22]1[CH:34]=[CH:33][C:25]([CH2:26][N:27]2[CH2:32][CH2:31][NH:30][CH2:29][CH2:28]2)=[CH:24][CH:23]=1.Cl.[NH2:36][CH2:37][C:38]#[N:39].ON1C2C=CC=CC=2N=N1.Cl.CN(C)CCCN=C=NCC, predict the reaction product. The product is: [C:37]([CH2:38][NH:39][C:7]([C@@H:2]1[CH2:3][CH2:4][CH2:5][CH2:6][C@H:1]1[C:10]([N:30]1[CH2:31][CH2:32][N:27]([CH2:26][C:25]2[CH:33]=[CH:34][C:22]([F:21])=[CH:23][CH:24]=2)[CH2:28][CH2:29]1)=[O:11])=[O:9])#[N:36]. (6) The product is: [NH2:23][C:22]1[CH:24]=[CH:25][C:19]([C:17]#[C:18][C:2]2[CH:11]=[CH:10][N:9]=[C:8]3[C:3]=2[C:4]2[CH:16]=[CH:15][CH:14]=[CH:13][C:5]=2[C:6](=[O:12])[NH:7]3)=[CH:20][CH:21]=1. Given the reactants Cl[C:2]1[CH:11]=[CH:10][N:9]=[C:8]2[C:3]=1[C:4]1[CH:16]=[CH:15][CH:14]=[CH:13][C:5]=1[C:6](=[O:12])[NH:7]2.[C:17]([C:19]1[CH:25]=[CH:24][C:22]([NH2:23])=[CH:21][CH:20]=1)#[CH:18], predict the reaction product. (7) Given the reactants C[O:2][C:3](=[O:39])[C:4]1[CH:9]=[CH:8][CH:7]=[C:6]([NH:10][C:11]([N:13]([C:29]2[CH:34]=[CH:33][C:32]([C:35]([CH3:38])([CH3:37])[CH3:36])=[CH:31][CH:30]=2)[CH2:14][C:15]2[CH:20]=[CH:19][C:18]([C:21](=[O:28])[NH:22][C:23]3[N:24]=[N:25][NH:26][N:27]=3)=[CH:17][CH:16]=2)=[O:12])[CH:5]=1.C[Si](C)(C)[O-].[K+], predict the reaction product. The product is: [C:35]([C:32]1[CH:31]=[CH:30][C:29]([N:13]([CH2:14][C:15]2[CH:20]=[CH:19][C:18]([C:21](=[O:28])[NH:22][C:23]3[N:24]=[N:25][NH:26][N:27]=3)=[CH:17][CH:16]=2)[C:11](=[O:12])[NH:10][C:6]2[CH:5]=[C:4]([CH:9]=[CH:8][CH:7]=2)[C:3]([OH:39])=[O:2])=[CH:34][CH:33]=1)([CH3:38])([CH3:36])[CH3:37].